This data is from Reaction yield outcomes from USPTO patents with 853,638 reactions. The task is: Predict the reaction yield, written as a fraction of the theoretical maximum amount of product (1.0 means a 100% yield; for example, 0.34 means a 34% yield). (1) The reactants are [C:1]1([N:7]2[C:19](=O)[C:18]3[C:17]4[CH:16]=[CH:15][CH:14]=[CH:13][C:12]=4[NH:11][CH2:10][C:9]=3[NH:8]2)[CH:6]=[CH:5][CH:4]=[CH:3][CH:2]=1.CN(C)CCN(C)C.C([Li])CCC.I[CH2:35][CH2:36][CH:37]1[CH2:42][CH2:41][N:40]([C:43]([O:45][C:46]([CH3:49])([CH3:48])[CH3:47])=[O:44])[CH2:39][CH2:38]1.[O:50]1CCCC1. The catalyst is C(#N)C. The product is [O:50]=[C:10]1[C:9]2=[N:8][N:7]([C:1]3[CH:6]=[CH:5][CH:4]=[CH:3][CH:2]=3)[C:19]([CH2:35][CH2:36][CH:37]3[CH2:42][CH2:41][N:40]([C:43]([O:45][C:46]([CH3:49])([CH3:48])[CH3:47])=[O:44])[CH2:39][CH2:38]3)=[C:18]2[C:17]2[CH:16]=[CH:15][CH:14]=[CH:13][C:12]=2[NH:11]1. The yield is 0.750. (2) The reactants are [CH:1]1[CH2:6][CH2:5][CH2:4][CH2:3][CH:2]=1.B(F)(F)F.C([O:15]O)(C)(C)C.[CH2:17]([OH:21])[CH2:18][CH2:19][CH3:20]. No catalyst specified. The product is [CH2:17]([O:21][CH:1]1[CH2:6][CH2:5][CH2:4][CH2:3][CH:2]1[OH:15])[CH2:18][CH2:19][CH3:20]. The yield is 0.530. (3) The reactants are [CH3:1][C:2]1[CH:25]=[CH:24][C:5]([CH2:6][CH2:7][C:8]2[S:9][C:10]3[N:11]=[C:12]([NH2:23])[N:13]=[C:14]([N:17]4[CH2:22][CH2:21][NH:20][CH2:19][CH2:18]4)[C:15]=3[N:16]=2)=[CH:4][CH:3]=1.[Cl:26][C:27]1[CH:37]=[CH:36][C:30]([O:31][CH2:32][C:33](O)=[O:34])=[CH:29][CH:28]=1. No catalyst specified. The product is [NH2:23][C:12]1[N:13]=[C:14]([N:17]2[CH2:18][CH2:19][N:20]([C:33](=[O:34])[CH2:32][O:31][C:30]3[CH:36]=[CH:37][C:27]([Cl:26])=[CH:28][CH:29]=3)[CH2:21][CH2:22]2)[C:15]2[N:16]=[C:8]([CH2:7][CH2:6][C:5]3[CH:4]=[CH:3][C:2]([CH3:1])=[CH:25][CH:24]=3)[S:9][C:10]=2[N:11]=1. The yield is 0.510. (4) The yield is 0.750. The catalyst is CN(C=O)C. The product is [N:18]1([C:2]2[N:7]=[C:6]([C:8]([F:11])([F:10])[F:9])[CH:5]=[CH:4][N:3]=2)[CH2:23][CH2:22][NH:21][CH2:20][CH2:19]1. The reactants are Cl[C:2]1[N:7]=[C:6]([C:8]([F:11])([F:10])[F:9])[CH:5]=[CH:4][N:3]=1.C(=O)([O-])[O-].[K+].[K+].[NH:18]1[CH2:23][CH2:22][NH:21][CH2:20][CH2:19]1. (5) The reactants are [OH:1][C:2]1[C:7]([CH3:8])=[N:6][N:5]([CH3:9])[C:4](=[O:10])[C:3]=1C(OC)=O.Cl. The catalyst is O1CCOCC1.CCOC(C)=O. The product is [OH:1][C:2]1[C:7]([CH3:8])=[N:6][N:5]([CH3:9])[C:4](=[O:10])[CH:3]=1. The yield is 0.350.